This data is from Forward reaction prediction with 1.9M reactions from USPTO patents (1976-2016). The task is: Predict the product of the given reaction. (1) Given the reactants [H-].[Na+].[CH3:3][S:4][C:5]1[CH:6]=[N:7][NH:8][CH:9]=1.Br[CH2:11][C:12]#[N:13].[Cl-].[NH4+], predict the reaction product. The product is: [CH3:3][S:4][C:5]1[CH:6]=[N:7][N:8]([CH2:11][C:12]#[N:13])[CH:9]=1. (2) The product is: [I:1][C:2]1[C:8]([CH3:9])=[CH:7][C:5]([N:6]=[CH:32][N:33]([CH2:19][CH3:20])[CH3:34])=[C:4]([CH3:10])[CH:3]=1. Given the reactants [I:1][C:2]1[C:8]([CH3:9])=[CH:7][C:5]([NH2:6])=[C:4]([CH3:10])[CH:3]=1.C(OC(O[CH2:19][CH3:20])OCC)C.C1(C)C=CC(S(O)(=O)=O)=CC=1.[CH3:32][NH:33][CH2:34]C, predict the reaction product.